This data is from Full USPTO retrosynthesis dataset with 1.9M reactions from patents (1976-2016). The task is: Predict the reactants needed to synthesize the given product. (1) Given the product [F:3][C:4]1[CH:5]=[C:6]([NH:11][CH:12]([C:14]2[CH:15]=[C:16]([C:32]([OH:34])=[O:33])[CH:17]=[C:18]3[C:23]=2[O:22][C:21]([N:24]2[CH2:29][CH2:28][O:27][CH2:26][C@@H:25]2[CH3:30])=[CH:20][C:19]3=[O:31])[CH3:13])[CH:7]=[C:8]([F:10])[CH:9]=1, predict the reactants needed to synthesize it. The reactants are: [OH-].[Na+].[F:3][C:4]1[CH:5]=[C:6]([NH:11][CH:12]([C:14]2[CH:15]=[C:16]([C:32]([O:34]C)=[O:33])[CH:17]=[C:18]3[C:23]=2[O:22][C:21]([N:24]2[CH2:29][CH2:28][O:27][CH2:26][C@@H:25]2[CH3:30])=[CH:20][C:19]3=[O:31])[CH3:13])[CH:7]=[C:8]([F:10])[CH:9]=1.C1COCC1.Cl. (2) Given the product [OH:6][CH2:5][C:4]([NH:29][C:30](=[O:37])[C:31]1[CH:36]=[CH:35][CH:34]=[CH:33][CH:32]=1)([NH:7][C:8]([C:10]1[C:11]([CH3:28])=[N:12][C:13]([NH:17][CH2:18][CH2:19][CH2:20][C:21]2[CH:26]=[CH:25][CH:24]=[C:23]([OH:27])[CH:22]=2)=[N:14][C:15]=1[CH3:16])=[O:9])[C:3]([OH:38])=[O:2], predict the reactants needed to synthesize it. The reactants are: C[O:2][C:3](=[O:38])[C:4]([NH:29][C:30](=[O:37])[C:31]1[CH:36]=[CH:35][CH:34]=[CH:33][CH:32]=1)([NH:7][C:8]([C:10]1[C:11]([CH3:28])=[N:12][C:13]([NH:17][CH2:18][CH2:19][CH2:20][C:21]2[CH:26]=[CH:25][CH:24]=[C:23]([OH:27])[CH:22]=2)=[N:14][C:15]=1[CH3:16])=[O:9])[CH2:5][OH:6].O.[OH-].[Li+].S([O-])(O)(=O)=O.[K+].